From a dataset of Peptide-MHC class I binding affinity with 185,985 pairs from IEDB/IMGT. Regression. Given a peptide amino acid sequence and an MHC pseudo amino acid sequence, predict their binding affinity value. This is MHC class I binding data. (1) The peptide sequence is FMDPGIFPR. The MHC is HLA-B15:17 with pseudo-sequence HLA-B15:17. The binding affinity (normalized) is 0.0847. (2) The peptide sequence is VTENKKIQY. The MHC is HLA-A23:01 with pseudo-sequence HLA-A23:01. The binding affinity (normalized) is 0.0847. (3) The peptide sequence is RPSGDLRQRLL. The MHC is Mamu-B03 with pseudo-sequence Mamu-B03. The binding affinity (normalized) is 0.145. (4) The MHC is HLA-B15:01 with pseudo-sequence HLA-B15:01. The binding affinity (normalized) is 0.470. The peptide sequence is SEKTHIHIF. (5) The peptide sequence is RMMGKNIFY. The MHC is HLA-A26:01 with pseudo-sequence HLA-A26:01. The binding affinity (normalized) is 0.0847.